Dataset: Full USPTO retrosynthesis dataset with 1.9M reactions from patents (1976-2016). Task: Predict the reactants needed to synthesize the given product. (1) Given the product [F:32][C:27]1[CH:26]=[C:25]([NH:24][C:22]([C:17]2[NH:18][C:19]3[C:15]([CH:16]=2)=[CH:14][C:13]([CH:10]2[CH2:11][CH2:12][NH:8][CH2:9]2)=[CH:21][CH:20]=3)=[O:23])[CH:30]=[C:29]([F:31])[CH:28]=1, predict the reactants needed to synthesize it. The reactants are: C([N:8]1[CH2:12][CH2:11][CH:10]([C:13]2[CH:14]=[C:15]3[C:19](=[CH:20][CH:21]=2)[NH:18][C:17]([C:22]([NH:24][C:25]2[CH:30]=[C:29]([F:31])[CH:28]=[C:27]([F:32])[CH:26]=2)=[O:23])=[CH:16]3)[CH2:9]1)C1C=CC=CC=1. (2) Given the product [CH2:39]([CH:10]([CH:11]([OH:38])[CH:12]=[CH:13][CH:14]([OH:37])[CH2:15][CH:16]([NH:29][C:30]([O:32][C:33]([CH3:35])([CH3:34])[CH3:36])=[O:31])[CH2:17][C:18]1[CH:23]=[CH:22][C:21]([O:24][C:25]([CH3:26])([CH3:28])[CH3:27])=[CH:20][CH:19]=1)[C:9]([OH:46])=[O:48])[C:40]1[CH:41]=[CH:42][CH:43]=[CH:44][CH:45]=1, predict the reactants needed to synthesize it. The reactants are: C(S[C:9](=[O:46])[CH:10]([CH2:39][C:40]1[CH:45]=[CH:44][CH:43]=[CH:42][CH:41]=1)[CH:11]([OH:38])[CH:12]=[CH:13][CH:14]([OH:37])[CH2:15][CH:16]([NH:29][C:30]([O:32][C:33]([CH3:36])([CH3:35])[CH3:34])=[O:31])[CH2:17][C:18]1[CH:23]=[CH:22][C:21]([O:24][C:25]([CH3:28])([CH3:27])[CH3:26])=[CH:20][CH:19]=1)C1C=CC=CC=1.[Li+].[OH-:48].OO.Cl. (3) Given the product [CH3:1][O:2][C:3](=[O:13])[CH2:4][O:5][C:6]1[CH:11]=[CH:10][CH:9]=[C:8]([N:12]([CH2:10][CH:9]=[CH2:8])[CH2:11][CH:6]=[CH2:7])[CH:7]=1, predict the reactants needed to synthesize it. The reactants are: [CH3:1][O:2][C:3](=[O:13])[CH2:4][O:5][C:6]1[CH:11]=[CH:10][CH:9]=[C:8]([NH2:12])[CH:7]=1.C(=O)([O-])[O-].[Na+].[Na+]. (4) Given the product [Br:8][C:5]1[CH:6]=[CH:7][C:2]([CH:14]([OH:15])[C:16]2[CH:17]=[C:18]([C:27]([O:29][CH2:30][CH3:31])=[O:28])[C:19](=[O:26])[N:20]3[C:25]=2[CH:24]=[CH:23][CH:22]=[CH:21]3)=[N:3][CH:4]=1, predict the reactants needed to synthesize it. The reactants are: Br[C:2]1[CH:7]=[CH:6][C:5]([Br:8])=[CH:4][N:3]=1.C([Li])CCC.[CH:14]([C:16]1[CH:17]=[C:18]([C:27]([O:29][CH2:30][CH3:31])=[O:28])[C:19](=[O:26])[N:20]2[C:25]=1[CH:24]=[CH:23][CH:22]=[CH:21]2)=[O:15].[Cl-].[NH4+]. (5) The reactants are: [C:1]([C:3]1[N:4]=[C:5]2[C:11]3[CH:12]=[C:13]([C:16]([O:18][CH3:19])=[O:17])[CH:14]=[CH:15][C:10]=3[O:9][CH2:8][CH2:7][N:6]2[CH:20]=1)#[N:2].C(=O)([O-])[O-:22].[K+].[K+].O.OO. Given the product [C:1]([C:3]1[N:4]=[C:5]2[C:11]3[CH:12]=[C:13]([C:16]([O:18][CH3:19])=[O:17])[CH:14]=[CH:15][C:10]=3[O:9][CH2:8][CH2:7][N:6]2[CH:20]=1)(=[O:22])[NH2:2], predict the reactants needed to synthesize it. (6) Given the product [Cl:1][C:2]1[CH:3]=[C:4]([C:8]2([OH:14])[CH2:13][CH2:12][N:11]([C:16]3[NH:20][C:19]4[CH:21]=[C:22]([C:25]([F:28])([F:27])[F:26])[CH:23]=[CH:24][C:18]=4[N:17]=3)[CH2:10][CH2:9]2)[CH:5]=[CH:6][CH:7]=1, predict the reactants needed to synthesize it. The reactants are: [Cl:1][C:2]1[CH:3]=[C:4]([C:8]2([OH:14])[CH2:13][CH2:12][NH:11][CH2:10][CH2:9]2)[CH:5]=[CH:6][CH:7]=1.Cl[C:16]1[NH:20][C:19]2[CH:21]=[C:22]([C:25]([F:28])([F:27])[F:26])[CH:23]=[CH:24][C:18]=2[N:17]=1.